From a dataset of Full USPTO retrosynthesis dataset with 1.9M reactions from patents (1976-2016). Predict the reactants needed to synthesize the given product. (1) The reactants are: [CH2:1]([O:3][C:4](=[O:42])[C:5]([O:8][C:9]1[CH:14]=[CH:13][C:12]([O:15][CH2:16][CH2:17][CH:18]2[CH2:22][N:21]([CH2:23][C:24]3[CH:29]=[CH:28][C:27]([CH3:30])=[C:26]([CH3:31])[CH:25]=3)[C:20](=[O:32])[N:19]2CC2C=CC(OC)=CC=2)=[CH:11][CH:10]=1)([CH3:7])[CH3:6])[CH3:2]. Given the product [CH2:1]([O:3][C:4](=[O:42])[C:5]([O:8][C:9]1[CH:10]=[CH:11][C:12]([O:15][CH2:16][CH2:17][CH:18]2[CH2:22][N:21]([CH2:23][C:24]3[CH:29]=[CH:28][C:27]([CH3:30])=[C:26]([CH3:31])[CH:25]=3)[C:20](=[O:32])[NH:19]2)=[CH:13][CH:14]=1)([CH3:6])[CH3:7])[CH3:2], predict the reactants needed to synthesize it. (2) Given the product [C:24]([C:28]1[CH:38]=[CH:37][C:31]([O:32][CH2:33][C@H:34]([OH:35])[CH2:36][N:14]2[CH2:15][CH2:16][C:11]3([O:10][C:9]4[C:19]5[C:5]([C:6](=[O:23])[C:7](=[O:22])[C:8]=4[S:18][CH2:17]3)=[CH:4][C:3]([O:2][CH3:1])=[CH:21][CH:20]=5)[CH2:12][CH2:13]2)=[CH:30][CH:29]=1)([CH3:25])([CH3:26])[CH3:27], predict the reactants needed to synthesize it. The reactants are: [CH3:1][O:2][C:3]1[CH:4]=[C:5]2[C:19](=[CH:20][CH:21]=1)[C:9]1[O:10][C:11]3([CH2:17][S:18][C:8]=1[C:7](=[O:22])[C:6]2=[O:23])[CH2:16][CH2:15][NH:14][CH2:13][CH2:12]3.[C:24]([C:28]1[CH:38]=[CH:37][C:31]([O:32][CH2:33][C@H:34]2[CH2:36][O:35]2)=[CH:30][CH:29]=1)([CH3:27])([CH3:26])[CH3:25].